From a dataset of Reaction yield outcomes from USPTO patents with 853,638 reactions. Predict the reaction yield, written as a fraction of the theoretical maximum amount of product (1.0 means a 100% yield; for example, 0.34 means a 34% yield). The reactants are FC(F)(F)S(O[C:7]1[CH2:16][CH2:15][C:10]2([O:14][CH2:13][CH2:12][O:11]2)[CH2:9][CH:8]=1)(=O)=O.[NH:19]1[C:28]2[C:23](=[CH:24][CH:25]=[CH:26][CH:27]=2)[C:22](B(O)O)=[CH:21][C:20]1=O.[K+].[Br-].C(=O)([O-])[O-].[Na+].[Na+]. The catalyst is C1C=CC([P]([Pd]([P](C2C=CC=CC=2)(C2C=CC=CC=2)C2C=CC=CC=2)([P](C2C=CC=CC=2)(C2C=CC=CC=2)C2C=CC=CC=2)[P](C2C=CC=CC=2)(C2C=CC=CC=2)C2C=CC=CC=2)(C2C=CC=CC=2)C2C=CC=CC=2)=CC=1. The product is [O:14]1[C:10]2([CH2:15][CH2:16][C:7]([C:22]3[C:23]4[C:28](=[CH:27][CH:26]=[CH:25][CH:24]=4)[N:19]=[CH:20][CH:21]=3)=[CH:8][CH2:9]2)[O:11][CH2:12][CH2:13]1. The yield is 0.500.